This data is from Full USPTO retrosynthesis dataset with 1.9M reactions from patents (1976-2016). The task is: Predict the reactants needed to synthesize the given product. Given the product [CH2:2]([O:4][C:5](=[O:10])[CH:6]([CH3:9])[CH2:7][NH:8][CH:11]1[CH2:15][CH2:14][CH2:13][CH2:12]1)[CH3:3], predict the reactants needed to synthesize it. The reactants are: Cl.[CH2:2]([O:4][C:5](=[O:10])[CH:6]([CH3:9])[CH2:7][NH2:8])[CH3:3].[C:11]1(=O)[CH2:15][CH2:14][CH2:13][CH2:12]1.C([O-])(=O)C.[Na+].C(O[BH-](OC(=O)C)OC(=O)C)(=O)C.[Na+].